This data is from Peptide-MHC class I binding affinity with 185,985 pairs from IEDB/IMGT. The task is: Regression. Given a peptide amino acid sequence and an MHC pseudo amino acid sequence, predict their binding affinity value. This is MHC class I binding data. The peptide sequence is FRYMNSQGL. The MHC is HLA-A02:01 with pseudo-sequence HLA-A02:01. The binding affinity (normalized) is 0.0847.